Dataset: Forward reaction prediction with 1.9M reactions from USPTO patents (1976-2016). Task: Predict the product of the given reaction. (1) Given the reactants [NH:1]([C:14]([O:16][CH2:17][C:18]1[CH:23]=[CH:22][CH:21]=[CH:20][CH:19]=1)=[O:15])[C@H:2]([C:4]([O:6]N1C(=O)CCC1=O)=O)[CH3:3].[CH2:24]([NH2:31])[C:25]1[CH:30]=[CH:29][CH:28]=[CH:27][CH:26]=1, predict the reaction product. The product is: [NH:1]([C:14]([O:16][CH2:17][C:18]1[CH:19]=[CH:20][CH:21]=[CH:22][CH:23]=1)=[O:15])[C@H:2]([C:4]([NH:31][CH2:24][C:25]1[CH:30]=[CH:29][CH:28]=[CH:27][CH:26]=1)=[O:6])[CH3:3]. (2) Given the reactants [CH3:1][Si:2]([CH2:5][N:6]1[CH:10]=[C:9]([C:11](OCC)=[O:12])[N:8]=[N:7]1)([CH3:4])[CH3:3].[H-].[H-].[H-].[H-].[Li+].[Al+3], predict the reaction product. The product is: [CH3:4][Si:2]([CH2:5][N:6]1[CH:10]=[C:9]([CH2:11][OH:12])[N:8]=[N:7]1)([CH3:1])[CH3:3].